This data is from Experimentally validated miRNA-target interactions with 360,000+ pairs, plus equal number of negative samples. The task is: Binary Classification. Given a miRNA mature sequence and a target amino acid sequence, predict their likelihood of interaction. (1) The miRNA is hsa-miR-6889-5p with sequence UCGGGGAGUCUGGGGUCCGGAAU. The protein sequence of the target gene is MAAAGQAEECLPLPAAESSKTSLPTPPAVPAGKKPKKCLVYPHPPRSSRLSRSVLRWLQGLDLSFFPRNVTRDFSNGYLVAEIFCIYYPWDLRLSSFENGTSLKVKLDNWAQIEKFLAKKKFKLPKELIHGTIHCKAGVPEILIQEIYTLLTHQEIRSIQDDLANFTDYIYQMRLPLVPRNTVSKSIKNNIRLSELLSNPNVLSNELKIEFLILLQMLQRKLSRKLNPGWFDVKPTVGEITIDRLPAHSYKRRYKSRGSKEKAAQPLSKSDNDGNARKEIHVKQSGNPCENTENL. Result: 0 (no interaction). (2) The protein sequence of the target gene is MLEEAGEVLENMLKASCLPLGFIVFLPAVLLLVAPPLPAADAAHEFTVYRMQQYDLQGQPYGTRNAVLNTEARTMAAEVLSRRCVLMRLLDFSYEQYQKALRQSAGAVVIILPRAMAAVPQDVVRQFMEIEPEMLAMETAVPVYFAVEDEALLSIYKQTQAASASQGSASAAEVLLRTATANGFQMVTSGVQSKAVSDWLIASVEGRLTGLGGEDLPTIVIVAHYDAFGVAPWLSLGADSNGSGVSVLLELARLFSRLYTYKRTHAAYNLLFFASGGGKFNYQGTKRWLEDNLDHTDSSL.... Result: 1 (interaction). The miRNA is hsa-let-7e-5p with sequence UGAGGUAGGAGGUUGUAUAGUU. (3) The miRNA is hsa-miR-30a-5p with sequence UGUAAACAUCCUCGACUGGAAG. Result: 1 (interaction). The protein sequence of the target gene is MEEFDSEDFSTSEEDEDYVPSGGEYSEDDVNELVKEDEVDGEEQTQKTQGKKRKAQSIPARKRRQGGLSLEEEEEEDANSESEGSSSEEEDDAAEQEKGIGSEDARKKKEDELWASFLNDVGPKSKVPPSTQVKKGEETEETSSSKLLVKAEELEKPKETEKVKITKVFDFAGEEVRVTKEVDATSKEAKSFFKQNEKEKPQANVPSALPSLPAGSGLKRSSGMSSLLGKIGAKKQKMSTLEKSKLDWESFKEEEGIGEELAIHNRGKEGYIERKAFLDRVDHRQFEIERDLRLSKMKP. (4) Result: 0 (no interaction). The miRNA is mmu-miR-1941-5p with sequence AGGGAGAUGCUGGUACAGAGGCUU. The protein sequence of the target gene is MSEKKQPVDLGLLEEDDEFEEFPAEDWAGLDEDEDAHVWEDNWDDDNVEDDFSNQLRAELEKHGYKMETS.